Task: Predict the reactants needed to synthesize the given product.. Dataset: Full USPTO retrosynthesis dataset with 1.9M reactions from patents (1976-2016) (1) Given the product [CH3:11][C:6]1[N+:5]([O-:12])=[N:4][C:3]2[N:13]([CH3:15])[CH:14]=[N:1][C:2]=2[C:7]=1[CH2:8][CH2:9][CH3:10], predict the reactants needed to synthesize it. The reactants are: [NH2:1][C:2]1[C:7]([CH2:8][CH2:9][CH3:10])=[C:6]([CH3:11])[N+:5]([O-:12])=[N:4][C:3]=1[NH:13][CH3:14].[CH:15](O)=O. (2) The reactants are: [Cl:1][C:2]1[CH:7]=[CH:6][C:5]([C:8]2[N:12]([CH2:13][C:14]3[CH:15]=[C:16]([C:20]([O:22][CH3:23])=[O:21])[CH:17]=[CH:18][CH:19]=3)[C:11](=[O:24])[N:10]([CH2:25][C:26]([O:28]C)=O)[N:9]=2)=[CH:4][CH:3]=1.O.[NH2:31][NH2:32]. Given the product [Cl:1][C:2]1[CH:7]=[CH:6][C:5]([C:8]2[N:12]([CH2:13][C:14]3[CH:15]=[C:16]([C:20]([O:22][CH3:23])=[O:21])[CH:17]=[CH:18][CH:19]=3)[C:11](=[O:24])[N:10]([CH2:25][C:26]([NH:31][NH2:32])=[O:28])[N:9]=2)=[CH:4][CH:3]=1, predict the reactants needed to synthesize it.